Dataset: Reaction yield outcomes from USPTO patents with 853,638 reactions. Task: Predict the reaction yield, written as a fraction of the theoretical maximum amount of product (1.0 means a 100% yield; for example, 0.34 means a 34% yield). (1) The reactants are [C:1](Cl)(=[O:4])[CH2:2][CH3:3].[NH:6]1[CH2:10][CH2:9][C@H:8]([OH:11])[CH2:7]1.CCN(CC)CC.C([O-])(O)=O.[Na+]. The catalyst is O. The product is [OH:11][C@H:8]1[CH2:9][CH2:10][N:6]([C:1](=[O:4])[CH2:2][CH3:3])[CH2:7]1. The yield is 0.540. (2) The reactants are [F:1][C:2]1[CH:3]=[C:4]2[C:8](=[CH:9][CH:10]=1)[NH:7][C:6](=[O:11])[C:5]2=[C:12]1[C:20]2[C:15](=[CH:16][C:17]([CH2:21][CH2:22][CH2:23][OH:24])=[CH:18][CH:19]=2)[C:14]([CH3:26])([CH3:25])[O:13]1.C(N(CC)CC)C.[CH3:34][S:35](Cl)(=[O:37])=[O:36]. The catalyst is C1COCC1.CCOC(C)=O. The product is [F:1][C:2]1[CH:3]=[C:4]2[C:8](=[CH:9][CH:10]=1)[NH:7][C:6](=[O:11])[C:5]2=[C:12]1[C:20]2[C:15](=[CH:16][C:17]([CH2:21][CH2:22][CH2:23][O:24][S:35]([CH3:34])(=[O:37])=[O:36])=[CH:18][CH:19]=2)[C:14]([CH3:26])([CH3:25])[O:13]1. The yield is 0.960. (3) The reactants are C(O[C:6]([N:8]1[CH2:13][CH2:12][CH:11]([C:14]2[C:23]3[C:18](=[CH:19][C:20]([O:24][CH2:25][CH2:26][CH2:27][O:28][S:29]([CH3:32])(=[O:31])=[O:30])=[CH:21][CH:22]=3)[N:17]=[CH:16][N:15]=2)[CH2:10][CH2:9]1)=[O:7])(C)(C)C.Cl.CO.[N+](C1C=CC(OC(=O)[NH:47][C:48]2[CH:53]=[CH:52][C:51]([O:54][CH:55]([CH3:57])[CH3:56])=[CH:50][CH:49]=2)=CC=1)([O-])=O. No catalyst specified. The product is [CH:55]([O:54][C:51]1[CH:52]=[CH:53][C:48]([NH:47][C:6]([N:8]2[CH2:13][CH2:12][CH:11]([C:14]3[C:23]4[C:18](=[CH:19][C:20]([O:24][CH2:25][CH2:26][CH2:27][O:28][S:29]([CH3:32])(=[O:31])=[O:30])=[CH:21][CH:22]=4)[N:17]=[CH:16][N:15]=3)[CH2:10][CH2:9]2)=[O:7])=[CH:49][CH:50]=1)([CH3:57])[CH3:56]. The yield is 0.750. (4) The reactants are Cl.[F:2][C:3]1[CH:24]=[C:23]([NH:25][C:26]([NH:28][C:29](=[O:37])[CH2:30][C:31]2[CH:36]=[CH:35][CH:34]=[CH:33][CH:32]=2)=[S:27])[CH:22]=[CH:21][C:4]=1[O:5][C:6]1[C:15]2[C:10](=[CH:11][C:12]([O:19][CH3:20])=[C:13]([C:16](O)=[O:17])[CH:14]=2)[N:9]=[CH:8][CH:7]=1.[CH:38]([O:41][CH2:42][CH2:43][CH2:44][NH2:45])([CH3:40])[CH3:39]. The catalyst is O1CCCC1. The product is [F:2][C:3]1[CH:24]=[C:23]([NH:25][C:26]([NH:28][C:29](=[O:37])[CH2:30][C:31]2[CH:36]=[CH:35][CH:34]=[CH:33][CH:32]=2)=[S:27])[CH:22]=[CH:21][C:4]=1[O:5][C:6]1[C:15]2[C:10](=[CH:11][C:12]([O:19][CH3:20])=[C:13]([C:16]([NH:45][CH2:44][CH2:43][CH2:42][O:41][CH:38]([CH3:40])[CH3:39])=[O:17])[CH:14]=2)[N:9]=[CH:8][CH:7]=1. The yield is 0.790. (5) The reactants are Br[C:2]1[CH:7]=[CH:6][N:5]=[C:4]2[CH:8]=[CH:9][S:10][C:3]=12.[Li]CCCC.CCCCCC.CO.O. The catalyst is C1COCC1. The product is [S:10]1[C:3]2[C:4](=[N:5][CH:6]=[CH:7][CH:2]=2)[CH:8]=[CH:9]1. The yield is 0.620. (6) The reactants are [Br:1][C:2]1[CH:3]=[C:4]2[C:10](I)=[CH:9][N:8]([S:12]([C:15]3[CH:21]=[CH:20][C:18]([CH3:19])=[CH:17][CH:16]=3)(=[O:14])=[O:13])[C:5]2=[N:6][CH:7]=1.N1[C:30]2[C:25](=[CH:26][C:27](B(O)O)=[CH:28][CH:29]=2)C=C1.C([O-])([O-])=[O:35].[Na+].[Na+]. The catalyst is CC#N.Cl[Pd](Cl)([P](C1C=CC=CC=1)(C1C=CC=CC=1)C1C=CC=CC=1)[P](C1C=CC=CC=1)(C1C=CC=CC=1)C1C=CC=CC=1. The product is [Br:1][C:2]1[CH:3]=[C:4]2[C:10]([C:30]3[CH:25]=[CH:26][C:27]([OH:35])=[CH:28][CH:29]=3)=[CH:9][N:8]([S:12]([C:15]3[CH:21]=[CH:20][C:18]([CH3:19])=[CH:17][CH:16]=3)(=[O:14])=[O:13])[C:5]2=[N:6][CH:7]=1. The yield is 0.760.